This data is from Catalyst prediction with 721,799 reactions and 888 catalyst types from USPTO. The task is: Predict which catalyst facilitates the given reaction. Reactant: C([N:8]1[CH:13]2[CH2:14][CH2:15][CH:9]1[CH2:10][C:11](=[O:16])[CH2:12]2)C1C=CC=CC=1.C(=O)(O)[O-].[Na+].Cl[C:23]([O:25][CH2:26][C:27]1[CH:32]=[CH:31][CH:30]=[CH:29][CH:28]=1)=[O:24].C(OC(=O)C)(=O)C.N1C=CC=CC=1.Cl. Product: [CH2:26]([O:25][C:23]([N:8]1[CH:13]2[CH2:14][CH2:15][CH:9]1[CH2:10][C:11](=[O:16])[CH2:12]2)=[O:24])[C:27]1[CH:32]=[CH:31][CH:30]=[CH:29][CH:28]=1. The catalyst class is: 86.